Dataset: Catalyst prediction with 721,799 reactions and 888 catalyst types from USPTO. Task: Predict which catalyst facilitates the given reaction. Reactant: [Cl:1][C:2]1[C:10]([C:11]([F:14])([F:13])[F:12])=[C:9]([F:15])[CH:8]=[CH:7][C:3]=1[C:4]([NH2:6])=O.B.O1CCCC1.Cl.C(OCC)C. Product: [ClH:1].[Cl:1][C:2]1[C:10]([C:11]([F:13])([F:14])[F:12])=[C:9]([F:15])[CH:8]=[CH:7][C:3]=1[CH2:4][NH2:6]. The catalyst class is: 6.